Dataset: Full USPTO retrosynthesis dataset with 1.9M reactions from patents (1976-2016). Task: Predict the reactants needed to synthesize the given product. Given the product [CH3:15][C:10]12[C:9](=[O:16])[CH2:8][CH2:7][CH:6]1[CH:5]([O:4][CH2:1][CH:2]=[O:26])[C:13](=[O:14])[CH2:12][CH2:11]2, predict the reactants needed to synthesize it. The reactants are: [CH2:1]([O:4][CH:5]1[C:13](=[O:14])[CH2:12][CH2:11][C:10]2([CH3:15])[CH:6]1[CH2:7][CH2:8][C:9]2=[O:16])[CH:2]=C.N1C(C)=CC=CC=1C.I([O-])(=O)(=O)=[O:26].[Na+].